From a dataset of HIV replication inhibition screening data with 41,000+ compounds from the AIDS Antiviral Screen. Binary Classification. Given a drug SMILES string, predict its activity (active/inactive) in a high-throughput screening assay against a specified biological target. The molecule is Cc1c(Cl)ccc2c1NC(=O)C2(O)CC(=O)c1cccc2ccccc12. The result is 0 (inactive).